This data is from Reaction yield outcomes from USPTO patents with 853,638 reactions. The task is: Predict the reaction yield, written as a fraction of the theoretical maximum amount of product (1.0 means a 100% yield; for example, 0.34 means a 34% yield). (1) The reactants are [N+](=[C:3]([C:8]1[CH:13]=[CH:12][CH:11]=[CH:10][CH:9]=1)[C:4]([O:6][CH3:7])=[O:5])=[N-].[CH:14](/[C:18]1[CH:23]=[CH:22][CH:21]=[CH:20][CH:19]=1)=[CH:15]\[CH:16]=[CH2:17]. The catalyst is C1(C)C=CC=CC=1. The product is [C:8]1([C:3]2([C:4]([O:6][CH3:7])=[O:5])[CH2:17][CH:16]2/[CH:15]=[CH:14]/[C:18]2[CH:23]=[CH:22][CH:21]=[CH:20][CH:19]=2)[CH:13]=[CH:12][CH:11]=[CH:10][CH:9]=1. The yield is 0.930. (2) The reactants are [CH2:1]([O:3][C:4]([N:6]1[C:14]2[C:9](=[CH:10][C:11]([Cl:15])=[CH:12][CH:13]=2)[C:8]([CH2:21][C:22]([O:24]C(C)(C)C)=[O:23])([C:16]([O:18][CH2:19][CH3:20])=[O:17])[C:7]1=[O:29])=[O:5])[CH3:2].ClCCl. No catalyst specified. The product is [Cl:15][C:11]1[CH:10]=[C:9]2[C:14](=[CH:13][CH:12]=1)[N:6]([C:4]([O:3][CH2:1][CH3:2])=[O:5])[C:7](=[O:29])[C:8]2([CH2:21][C:22]([OH:24])=[O:23])[C:16]([O:18][CH2:19][CH3:20])=[O:17]. The yield is 0.990. (3) The reactants are [F:1][C:2]1[CH:3]=[C:4]([CH:27]=[CH:28][C:29]=1[CH3:30])[CH2:5][N:6]1[CH2:10][CH2:9][CH:8]([N:11]2[CH2:16][CH2:15][C@@H:14]([C:17]3[CH:22]=[CH:21][C:20]([O:23]C)=[CH:19][CH:18]=3)[C@H:13]([OH:25])[CH2:12]2)[C:7]1=[O:26].B(Br)(Br)Br. The catalyst is C(Cl)Cl. The product is [F:1][C:2]1[CH:3]=[C:4]([CH:27]=[CH:28][C:29]=1[CH3:30])[CH2:5][N:6]1[CH2:10][CH2:9][CH:8]([N:11]2[CH2:16][CH2:15][C@@H:14]([C:17]3[CH:22]=[CH:21][C:20]([OH:23])=[CH:19][CH:18]=3)[C@H:13]([OH:25])[CH2:12]2)[C:7]1=[O:26]. The yield is 0.500. (4) The reactants are C(=O)([O-])[O-].[K+].[K+].Br[CH2:8][CH2:9][CH:10]([CH3:17])[CH2:11][CH2:12][CH2:13][CH:14]([CH3:16])[CH3:15].[OH:18][C:19]1[CH:28]=[CH:27][C:22]([C:23]([O:25][CH3:26])=[O:24])=[CH:21][CH:20]=1. The catalyst is CN(C)C=O. The product is [CH3:26][O:25][C:23](=[O:24])[C:22]1[CH:27]=[CH:28][C:19]([O:18][CH2:8][CH2:9][CH:10]([CH3:17])[CH2:11][CH2:12][CH2:13][CH:14]([CH3:16])[CH3:15])=[CH:20][CH:21]=1. The yield is 0.957. (5) The reactants are I[C:2]1[CH:7]=[CH:6][N:5]=[CH:4][C:3]=1[NH:8][C:9](=[O:15])[O:10][C:11]([CH3:14])([CH3:13])[CH3:12].C(=O)([O-])[O-].[K+].[K+].[CH3:22][N:23]([CH3:27])[CH2:24][C:25]#[CH:26]. The catalyst is C1C=CC([P]([Pd]([P](C2C=CC=CC=2)(C2C=CC=CC=2)C2C=CC=CC=2)([P](C2C=CC=CC=2)(C2C=CC=CC=2)C2C=CC=CC=2)[P](C2C=CC=CC=2)(C2C=CC=CC=2)C2C=CC=CC=2)(C2C=CC=CC=2)C2C=CC=CC=2)=CC=1.[Cu]I.O1CCCC1. The product is [CH3:22][N:23]([CH3:27])[CH2:24][C:25]#[C:26][C:2]1[CH:7]=[CH:6][N:5]=[CH:4][C:3]=1[NH:8][C:9](=[O:15])[O:10][C:11]([CH3:14])([CH3:13])[CH3:12]. The yield is 0.730. (6) The reactants are [NH2:1][NH:2][C:3]([NH2:5])=[S:4].[CH3:6][C:7]1[CH:15]=[C:14]([CH3:16])[CH:13]=[CH:12][C:8]=1[C:9](Cl)=O. The catalyst is N1C=CC=CC=1. The product is [CH3:6][C:7]1[CH:15]=[C:14]([CH3:16])[CH:13]=[CH:12][C:8]=1[C:9]1[NH:5][C:3](=[S:4])[NH:2][N:1]=1. The yield is 0.430. (7) The reactants are [CH:1]1[N:2]=[CH:3][N:4]2[CH:9]=[CH:8][CH:7]=[C:6]([C:10]3[O:19][C:13]4=[C:14]([NH2:18])[N:15]=[CH:16][CH:17]=[C:12]4[CH:11]=3)[C:5]=12.C1C(=O)N([I:27])C(=O)C1. The catalyst is CN(C=O)C. The product is [CH:1]1[N:2]=[CH:3][N:4]2[CH:9]=[CH:8][CH:7]=[C:6]([C:10]3[O:19][C:13]4=[C:14]([NH2:18])[N:15]=[CH:16][C:17]([I:27])=[C:12]4[CH:11]=3)[C:5]=12. The yield is 0.100.